Dataset: CYP2C9 inhibition data for predicting drug metabolism from PubChem BioAssay. Task: Regression/Classification. Given a drug SMILES string, predict its absorption, distribution, metabolism, or excretion properties. Task type varies by dataset: regression for continuous measurements (e.g., permeability, clearance, half-life) or binary classification for categorical outcomes (e.g., BBB penetration, CYP inhibition). Dataset: cyp2c9_veith. (1) The drug is O=C(CN1C(=O)c2ccccc2C1=O)NC1(C(=O)O)CCCC1. The result is 0 (non-inhibitor). (2) The compound is COc1ccc(N(CC(=O)NCc2cccc(OC)c2)S(=O)(=O)c2c(C)noc2C)cc1. The result is 1 (inhibitor). (3) The molecule is Cc1ccc(C(=O)N/N=C/c2ccc([N+](=O)[O-])s2)cc1. The result is 0 (non-inhibitor). (4) The molecule is CCCCC#Cc1nc(NC)c2ncn([C@@H]3O[C@@H](CO)[C@H](O)[C@H]3O)c2n1. The result is 1 (inhibitor). (5) The molecule is CC(C)CN1CCC2(CC1)CCN(C(=O)c1cccc(F)c1)CC2. The result is 0 (non-inhibitor).